This data is from Forward reaction prediction with 1.9M reactions from USPTO patents (1976-2016). The task is: Predict the product of the given reaction. (1) The product is: [CH2:31]([O:30][CH2:29][C:13]1[N:14]([CH2:15][CH:16]2[CH2:17][CH2:18][NH:19][CH2:20][CH2:21]2)[C:10]2[C:9]3[CH:8]=[CH:7][C:6]([C:33]4[CH:38]=[CH:37][CH:36]=[CH:35][CH:34]=4)=[CH:5][C:4]=3[N:3]=[C:2]([NH2:1])[C:11]=2[N:12]=1)[CH3:32]. Given the reactants [NH2:1][C:2]1[C:11]2[N:12]=[C:13]([CH2:29][O:30][CH2:31][CH3:32])[N:14]([CH2:15][CH:16]3[CH2:21][CH2:20][N:19](C(OC(C)(C)C)=O)[CH2:18][CH2:17]3)[C:10]=2[C:9]2[CH:8]=[CH:7][C:6]([C:33]3[CH:38]=[CH:37][CH:36]=[CH:35][CH:34]=3)=[CH:5][C:4]=2[N:3]=1.[OH-].[NH4+], predict the reaction product. (2) Given the reactants S(C1C=CC(C)=CC=1)(O[CH2:5][CH2:6][C:7]1[CH:12]=[CH:11][C:10]([O:13][CH3:14])=[CH:9][CH:8]=1)(=O)=O.C(=O)([O-])[O-].[Na+].[Na+].[I-].[Na+].[N+:30]([C:33]1[CH:46]=[CH:45][C:36]([C:37]([O:39][C@H:40]2[CH2:44][CH2:43][NH:42][CH2:41]2)=[O:38])=[CH:35][CH:34]=1)([O-:32])=[O:31], predict the reaction product. The product is: [N+:30]([C:33]1[CH:46]=[CH:45][C:36]([C:37]([O:39][C@H:40]2[CH2:44][CH2:43][N:42]([CH2:5][CH2:6][C:7]3[CH:8]=[CH:9][C:10]([O:13][CH3:14])=[CH:11][CH:12]=3)[CH2:41]2)=[O:38])=[CH:35][CH:34]=1)([O-:32])=[O:31]. (3) The product is: [F:34][C:35]1[CH:42]=[CH:41][CH:40]=[CH:39][C:36]=1[CH2:37][N:30]1[CH2:31][CH2:32][CH:27]([N:26]([CH3:33])[S:23]([C:20]2[CH:19]=[CH:18][C:17]([NH:16][C:12]3[N:11]=[C:10]([NH:9][C:6]4[CH:7]=[CH:8][C:3]([F:2])=[CH:4][CH:5]=4)[CH:15]=[CH:14][N:13]=3)=[CH:22][CH:21]=2)(=[O:24])=[O:25])[CH2:28][CH2:29]1. Given the reactants Cl.[F:2][C:3]1[CH:8]=[CH:7][C:6]([NH:9][C:10]2[CH:15]=[CH:14][N:13]=[C:12]([NH:16][C:17]3[CH:22]=[CH:21][C:20]([S:23]([N:26]([CH3:33])[CH:27]4[CH2:32][CH2:31][NH:30][CH2:29][CH2:28]4)(=[O:25])=[O:24])=[CH:19][CH:18]=3)[N:11]=2)=[CH:5][CH:4]=1.[F:34][C:35]1[CH:42]=[CH:41][CH:40]=[CH:39][C:36]=1[CH:37]=O, predict the reaction product. (4) Given the reactants [C:1]([NH:4][NH:5][C:6]([C:8]1[C:18]2=[C:19]3[C:14](=[CH:15][CH:16]=[CH:17]2)[CH2:13][CH2:12][CH2:11][N:10]3[CH:9]=1)=[O:7])(=O)[CH3:2].CC[N+](S(N=C(OC)[O-])(=O)=O)(CC)CC, predict the reaction product. The product is: [C:8]1([C:6]2[O:7][C:1]([CH3:2])=[N:4][N:5]=2)[C:18]2=[C:19]3[C:14](=[CH:15][CH:16]=[CH:17]2)[CH2:13][CH2:12][CH2:11][N:10]3[CH:9]=1. (5) The product is: [N:40]1([CH2:39][CH2:38][CH2:37][O:24][C:23](=[O:25])[C@@H:22]([NH:21][C:19]([C:15]2[C:16]([CH3:18])=[N:17][C:12]([NH:11][CH2:10][CH2:9][CH2:8][C:4]3[CH:5]=[CH:6][CH:7]=[C:2]([OH:1])[CH:3]=3)=[N:13][C:14]=2[CH3:35])=[O:20])[CH2:26][NH:27][C:28]([C:30]2[S:31][CH:32]=[CH:33][CH:34]=2)=[O:29])[CH2:45][CH2:44][O:43][CH2:42][CH2:41]1. Given the reactants [OH:1][C:2]1[CH:3]=[C:4]([CH2:8][CH2:9][CH2:10][NH:11][C:12]2[N:17]=[C:16]([CH3:18])[C:15]([C:19]([NH:21][C@@H:22]([CH2:26][NH:27][C:28]([C:30]3[S:31][CH:32]=[CH:33][CH:34]=3)=[O:29])[C:23]([OH:25])=[O:24])=[O:20])=[C:14]([CH3:35])[N:13]=2)[CH:5]=[CH:6][CH:7]=1.Cl[CH2:37][CH2:38][CH2:39][N:40]1[CH2:45][CH2:44][O:43][CH2:42][CH2:41]1.[I-].[Na+].C(N(CC)CC)C, predict the reaction product. (6) Given the reactants Cl[C:2]1[N:11]=[C:10]([CH2:12][C:13]([O:15][C:16]([CH3:19])([CH3:18])[CH3:17])=[O:14])[C:9]2[C:4](=[CH:5][CH:6]=[CH:7][C:8]=2[F:20])[N:3]=1.O[C@H](C1C=CC=CC=1)C(O)=O.[CH2:32]1[NH:37][CH2:36][CH2:35][N:34]2[CH2:38][CH2:39][CH2:40][C@H:33]12, predict the reaction product. The product is: [F:20][C:8]1[CH:7]=[CH:6][CH:5]=[C:4]2[C:9]=1[C:10]([CH2:12][C:13]([O:15][C:16]([CH3:19])([CH3:18])[CH3:17])=[O:14])=[N:11][C:2]([N:37]1[CH2:36][CH2:35][N:34]3[CH2:38][CH2:39][CH2:40][C@@H:33]3[CH2:32]1)=[N:3]2. (7) Given the reactants [Cl:1][C:2]1[CH:7]=[CH:6][C:5]([C:8]2([C:11]([OH:13])=O)[CH2:10][CH2:9]2)=[CH:4][CH:3]=1.C(Cl)(=O)C(Cl)=O.C(N(C(C)C)CC)(C)C.[NH2:29][C:30]1[S:40][C:33]2[CH2:34][N:35]([CH2:38][CH3:39])[CH2:36][CH2:37][C:32]=2[C:31]=1[C:41]([NH2:43])=[O:42], predict the reaction product. The product is: [Cl:1][C:2]1[CH:3]=[CH:4][C:5]([C:8]2([C:11]([NH:29][C:30]3[S:40][C:33]4[CH2:34][N:35]([CH2:38][CH3:39])[CH2:36][CH2:37][C:32]=4[C:31]=3[C:41]([NH2:43])=[O:42])=[O:13])[CH2:9][CH2:10]2)=[CH:6][CH:7]=1. (8) Given the reactants [CH3:1][Mg]Cl.CON(C)[C:7]([CH:9]1[CH2:14][CH2:13][N:12]([C:15]([O:17][C:18]([CH3:21])([CH3:20])[CH3:19])=[O:16])[CH2:11][CH:10]1[CH3:22])=[O:8], predict the reaction product. The product is: [C:7]([CH:9]1[CH2:14][CH2:13][N:12]([C:15]([O:17][C:18]([CH3:19])([CH3:20])[CH3:21])=[O:16])[CH2:11][CH:10]1[CH3:22])(=[O:8])[CH3:1]. (9) Given the reactants Cl[C:2]1[C:7]([F:8])=[CH:6][N:5]=[C:4]2[N:9]([S:25]([C:28]3[CH:33]=[CH:32][CH:31]=[CH:30][CH:29]=3)(=[O:27])=[O:26])[C:10]([C:12]3[CH2:17][CH2:16][N:15]([C:18]([O:20][C:21]([CH3:24])([CH3:23])[CH3:22])=[O:19])[CH2:14][CH:13]=3)=[CH:11][C:3]=12.[F:34][C:35]1[CH:36]=[CH:37][C:38]([O:44][CH3:45])=[C:39](B(O)O)[CH:40]=1.[O-]P([O-])([O-])=O.[K+].[K+].[K+], predict the reaction product. The product is: [F:8][C:7]1[C:2]([C:37]2[CH:36]=[C:35]([F:34])[CH:40]=[CH:39][C:38]=2[O:44][CH3:45])=[C:3]2[CH:11]=[C:10]([C:12]3[CH2:17][CH2:16][N:15]([C:18]([O:20][C:21]([CH3:24])([CH3:23])[CH3:22])=[O:19])[CH2:14][CH:13]=3)[N:9]([S:25]([C:28]3[CH:33]=[CH:32][CH:31]=[CH:30][CH:29]=3)(=[O:27])=[O:26])[C:4]2=[N:5][CH:6]=1.